Dataset: Full USPTO retrosynthesis dataset with 1.9M reactions from patents (1976-2016). Task: Predict the reactants needed to synthesize the given product. (1) Given the product [C:18]([C:10]1[C:11]2[C:16](=[CH:15][C:14]([Cl:17])=[CH:13][CH:12]=2)[N:8]([CH2:7][C:6]([OH:21])=[O:5])[N:9]=1)(=[O:20])[NH2:19], predict the reactants needed to synthesize it. The reactants are: C([O:5][C:6](=[O:21])[CH2:7][N:8]1[C:16]2[C:11](=[CH:12][CH:13]=[C:14]([Cl:17])[CH:15]=2)[C:10]([C:18](=[O:20])[NH2:19])=[N:9]1)(C)(C)C.C(O)(C(F)(F)F)=O. (2) Given the product [Cl:16][C:17]1[CH:22]=[CH:21][CH:20]=[CH:19][C:18]=1[S:23]([N:9]1[CH2:8][CH2:7][C:6]2([C:4](=[O:5])[N:27]([C:28]3[CH:35]=[CH:34][C:31]([CH:32]=[CH2:33])=[CH:30][CH:29]=3)[CH2:13][CH2:12]2)[CH2:11][CH2:10]1)(=[O:25])=[O:24], predict the reactants needed to synthesize it. The reactants are: C(O[C:4]([C:6]1([CH2:12][CH2:13]OC)[CH2:11][CH2:10][NH:9][CH2:8][CH2:7]1)=[O:5])C.[Cl:16][C:17]1[CH:22]=[CH:21][CH:20]=[CH:19][C:18]=1[S:23](Cl)(=[O:25])=[O:24].[NH2:27][C:28]1[CH:35]=[CH:34][C:31]([CH:32]=[CH2:33])=[CH:30][CH:29]=1. (3) Given the product [C:1]([O:5][C:6]([N:8]1[CH2:17][CH2:16][C:15]2[C:10](=[CH:11][CH:12]=[C:13]([C:18](=[O:33])[NH:19][C:20]3[NH:24][C:23]4[CH:25]=[CH:26][CH:27]=[C:28]([C:29]([OH:31])=[O:30])[C:22]=4[N:21]=3)[CH:14]=2)[CH2:9]1)=[O:7])([CH3:4])([CH3:2])[CH3:3], predict the reactants needed to synthesize it. The reactants are: [C:1]([O:5][C:6]([N:8]1[CH2:17][CH2:16][C:15]2[C:10](=[CH:11][CH:12]=[C:13]([C:18](=[O:33])[NH:19][C:20]3[NH:24][C:23]4[CH:25]=[CH:26][CH:27]=[C:28]([C:29]([O:31]C)=[O:30])[C:22]=4[N:21]=3)[CH:14]=2)[CH2:9]1)=[O:7])([CH3:4])([CH3:3])[CH3:2].[Li+].[OH-].C1COCC1. (4) Given the product [C:32]([O:31][C:30]([NH:29][C@H:26]1[CH2:25][CH2:24][C@H:23]([NH:22][C:10]2[CH:9]=[CH:8][C:3]([C:4]([O:6][CH3:7])=[O:5])=[C:2]([F:1])[N:11]=2)[CH2:28][CH2:27]1)=[O:36])([CH3:35])([CH3:33])[CH3:34], predict the reactants needed to synthesize it. The reactants are: [F:1][C:2]1[N:11]=[C:10](F)[CH:9]=[CH:8][C:3]=1[C:4]([O:6][CH3:7])=[O:5].C(N(C(C)C)CC)(C)C.[NH2:22][C@H:23]1[CH2:28][CH2:27][C@H:26]([NH:29][C:30](=[O:36])[O:31][C:32]([CH3:35])([CH3:34])[CH3:33])[CH2:25][CH2:24]1.O.